This data is from Full USPTO retrosynthesis dataset with 1.9M reactions from patents (1976-2016). The task is: Predict the reactants needed to synthesize the given product. (1) Given the product [CH3:23][C:24]1[N:29]=[CH:28][C:27]([C@H:30]([NH:32][C:20]([C:10]2[CH:9]=[C:8]([C:5]3[CH:6]=[CH:7][C:2]([CH3:1])=[CH:3][CH:4]=3)[CH:13]=[C:12]([N:14]3[CH2:18][CH2:17][CH2:16][C:15]3=[O:19])[CH:11]=2)=[O:21])[CH3:31])=[CH:26][N:25]=1, predict the reactants needed to synthesize it. The reactants are: [CH3:1][C:2]1[CH:7]=[CH:6][C:5]([C:8]2[CH:13]=[C:12]([N:14]3[CH2:18][CH2:17][CH2:16][C:15]3=[O:19])[CH:11]=[C:10]([C:20](O)=[O:21])[CH:9]=2)=[CH:4][CH:3]=1.[CH3:23][C:24]1[N:29]=[CH:28][C:27]([C@H:30]([NH2:32])[CH3:31])=[CH:26][N:25]=1.F[P-](F)(F)(F)(F)F.C[N+](C)=C(N(C)C)ON1C2N=CC=CC=2N=N1.C(N(CC)C(C)C)(C)C. (2) Given the product [CH:25]([N:28]1[C:32]([C:2]2[C:14]3[C:13]4[C:8](=[CH:9][C:10]([C:17]5[C:18]([CH3:23])=[N:19][O:20][C:21]=5[CH3:22])=[C:11]([O:15][CH3:16])[CH:12]=4)[NH:7][C:6]=3[N:5]=[C:4]([CH3:24])[N:3]=2)=[CH:31][CH:30]=[N:29]1)([CH3:27])[CH3:26], predict the reactants needed to synthesize it. The reactants are: Cl[C:2]1[C:14]2[C:13]3[C:8](=[CH:9][C:10]([C:17]4[C:18]([CH3:23])=[N:19][O:20][C:21]=4[CH3:22])=[C:11]([O:15][CH3:16])[CH:12]=3)[NH:7][C:6]=2[N:5]=[C:4]([CH3:24])[N:3]=1.[CH:25]([N:28]1[C:32](B(O)O)=[CH:31][CH:30]=[N:29]1)([CH3:27])[CH3:26].C([O-])([O-])=O.[Na+].[Na+]. (3) Given the product [C:15]([O:19][C:20]([NH:22][C:23]1[N:28]=[CH:27][C:26]([CH2:29][C:30]([C:39]2[N:40]=[CH:41][NH:42][CH:43]=2)([C:35]([O:37][CH3:38])=[O:36])[C:31]([O:33][CH3:34])=[O:32])=[CH:25][CH:24]=1)=[O:21])([CH3:18])([CH3:16])[CH3:17], predict the reactants needed to synthesize it. The reactants are: C([SiH](CC)CC)C.FC(F)(F)C(O)=O.[C:15]([O:19][C:20]([NH:22][C:23]1[N:28]=[CH:27][C:26]([CH2:29][C:30]([C:39]2[N:40]=[CH:41][N:42](C(C3C=CC=CC=3)(C3C=CC=CC=3)C3C=CC=CC=3)[CH:43]=2)([C:35]([O:37][CH3:38])=[O:36])[C:31]([O:33][CH3:34])=[O:32])=[CH:25][CH:24]=1)=[O:21])([CH3:18])([CH3:17])[CH3:16].[OH-].[Na+]. (4) Given the product [Cl:1][C:2]1[CH:11]=[C:10]2[C:5]([N:6]=[C:7]([CH:15]3[CH2:20][CH2:19][NH:18][CH2:17][CH2:16]3)[C:8]3[N:9]2[CH:12]=[N:13][N:14]=3)=[CH:4][CH:3]=1, predict the reactants needed to synthesize it. The reactants are: [Cl:1][C:2]1[CH:11]=[C:10]2[C:5]([N:6]=[C:7]([C:15]3[CH2:20][CH2:19][N:18](C(OC(C)(C)C)=O)[CH2:17][CH:16]=3)[C:8]3[N:9]2[CH:12]=[N:13][N:14]=3)=[CH:4][CH:3]=1.C(Cl)Cl.FC(F)(F)C(O)=O.C([SiH](CC)CC)C. (5) Given the product [Cl:1][C:2]1[C:3]2[CH:13]=[CH:12][CH:11]=[CH:10][C:4]=2[S:5][C:6]=1[CH2:7][OH:8], predict the reactants needed to synthesize it. The reactants are: [Cl:1][C:2]1[C:3]2[CH:13]=[CH:12][CH:11]=[CH:10][C:4]=2[S:5][C:6]=1[C:7](O)=[O:8].B.